From a dataset of Reaction yield outcomes from USPTO patents with 853,638 reactions. Predict the reaction yield, written as a fraction of the theoretical maximum amount of product (1.0 means a 100% yield; for example, 0.34 means a 34% yield). (1) The reactants are Cl.[CH3:2][O:3][C:4](=[O:7])[CH2:5][NH2:6].C(N(CC)CC)C.[C:15]([NH:18][C:19]1[CH:24]=[CH:23][C:22]([S:25](Cl)(=[O:27])=[O:26])=[CH:21][C:20]=1[Cl:29])(=[O:17])[CH3:16]. The product is [C:15]([NH:18][C:19]1[CH:24]=[CH:23][C:22]([S:25]([NH:6][CH2:5][C:4]([O:3][CH3:2])=[O:7])(=[O:27])=[O:26])=[CH:21][C:20]=1[Cl:29])(=[O:17])[CH3:16]. The catalyst is C(Cl)Cl. The yield is 0.700. (2) The reactants are C([O:4][CH2:5][C:6]1[C:7]([C:32]([O:34]CC)=[O:33])=[N:8][O:9][C:10]=1[C:11]1[CH:16]=[CH:15][CH:14]=[C:13](/[CH:17]=[CH:18]/[CH2:19][O:20][C:21]2[CH:26]=[CH:25][CH:24]=[C:23]([OH:27])[C:22]=2[C:28]([O:30][CH3:31])=[O:29])[CH:12]=1)(=O)C.C([O-])([O-])=O.[K+].[K+].Cl.C(=O)=O. The catalyst is CCO.C1COCC1. The product is [OH:27][C:23]1[C:22]([C:28]([O:30][CH3:31])=[O:29])=[C:21]([CH:26]=[CH:25][CH:24]=1)[O:20][CH2:19]/[CH:18]=[CH:17]/[C:13]1[CH:12]=[C:11]([C:10]2[O:9][N:8]=[C:7]([C:32]([OH:34])=[O:33])[C:6]=2[CH2:5][OH:4])[CH:16]=[CH:15][CH:14]=1. The yield is 0.610.